From a dataset of Forward reaction prediction with 1.9M reactions from USPTO patents (1976-2016). Predict the product of the given reaction. (1) Given the reactants [CH:1]1[C:10]2[C:5](=[CH:6][CH:7]=[CH:8][CH:9]=2)[CH:4]=[CH:3][C:2]=1[CH2:11][C:12]1[O:13][C:14]([C:17]2[CH:18]=[C:19]3[C:24](=[CH:25][CH:26]=2)[CH:23]=[C:22]([O:27][CH2:28][C:29]#[N:30])[CH:21]=[CH:20]3)=[CH:15][N:16]=1.[N-:31]=[N+:32]=[N-:33].[Na+].[Cl-].[NH4+], predict the reaction product. The product is: [CH:1]1[C:10]2[C:5](=[CH:6][CH:7]=[CH:8][CH:9]=2)[CH:4]=[CH:3][C:2]=1[CH2:11][C:12]1[O:13][C:14]([C:17]2[CH:18]=[C:19]3[C:24](=[CH:25][CH:26]=2)[CH:23]=[C:22]([O:27][CH2:28][C:29]2[NH:33][N:32]=[N:31][N:30]=2)[CH:21]=[CH:20]3)=[CH:15][N:16]=1. (2) Given the reactants [NH2:1][C:2]1[C:7]([NH2:8])=[C:6]([NH:9][C@@H:10]2[C@@H:15]3[CH2:16][C@@H:12]([CH:13]=[CH:14]3)[C@@H:11]2[C:17]([NH2:19])=[O:18])[C:5]([Br:20])=[CH:4][N:3]=1.[N:21]1([C:27]2[CH:34]=[CH:33][C:30]([CH:31]=O)=[CH:29][CH:28]=2)[CH2:26][CH2:25][O:24][CH2:23][CH2:22]1, predict the reaction product. The product is: [Br:20][C:5]1[C:6]([NH:9][C@@H:10]2[C@@H:15]3[CH2:16][C@@H:12]([CH:13]=[CH:14]3)[C@@H:11]2[C:17]([NH2:19])=[O:18])=[C:7]2[N:8]=[C:31]([C:30]3[CH:29]=[CH:28][C:27]([N:21]4[CH2:26][CH2:25][O:24][CH2:23][CH2:22]4)=[CH:34][CH:33]=3)[NH:1][C:2]2=[N:3][CH:4]=1. (3) Given the reactants [CH3:1][C:2]1[NH:3][C:4]([C:11]([O:13][CH3:14])=[O:12])=[C:5]([C:7]([O:9][CH3:10])=[O:8])[N:6]=1.[CH3:15]C(C)([O-])C.[K+].IC.O, predict the reaction product. The product is: [CH3:10][O:9][C:7]([C:5]1[N:6]=[C:2]([CH3:1])[N:3]([CH3:15])[C:4]=1[C:11]([O:13][CH3:14])=[O:12])=[O:8]. (4) The product is: [C:22]([C:25]1[CH:30]=[CH:29][C:28]([C:7]2[CH2:8][CH2:9][N:10]([C:13]([O:15][C:16]([CH3:19])([CH3:18])[CH3:17])=[O:14])[CH2:11][CH:12]=2)=[CH:27][CH:26]=1)([OH:24])=[O:23]. Given the reactants FC(F)(F)S(O[C:7]1[CH2:8][CH2:9][N:10]([C:13]([O:15][C:16]([CH3:19])([CH3:18])[CH3:17])=[O:14])[CH2:11][CH:12]=1)(=O)=O.[C:22]([C:25]1[CH:30]=[CH:29][C:28](B(O)O)=[CH:27][CH:26]=1)([OH:24])=[O:23].C(=O)([O-])[O-].[Na+].[Na+].[Cl-].[Li+], predict the reaction product. (5) Given the reactants [Br:1][C:2]1[CH:3]=[N:4][CH:5]=[C:6]([OH:8])[CH:7]=1.[CH2:9](O)[C:10]1[CH:15]=[CH:14][CH:13]=[CH:12][CH:11]=1.C1(P(C2C=CC=CC=2)C2C=CC=CC=2)C=CC=CC=1.N(C(OC(C)C)=O)=NC(OC(C)C)=O, predict the reaction product. The product is: [CH2:9]([O:8][C:6]1[CH:5]=[N:4][CH:3]=[C:2]([Br:1])[CH:7]=1)[C:10]1[CH:15]=[CH:14][CH:13]=[CH:12][CH:11]=1. (6) Given the reactants [Si:1]([O:18][CH2:19][CH2:20][CH2:21][C@H:22]([OH:29])[CH2:23][C:24](=[CH2:28])[C:25](=[O:27])[CH3:26])([C:14]([CH3:17])([CH3:16])[CH3:15])([C:8]1[CH:13]=[CH:12][CH:11]=[CH:10][CH:9]=1)[C:2]1[CH:7]=[CH:6][CH:5]=[CH:4][CH:3]=1.[CH3:30][C:31]([Si:34](Cl)([CH3:36])[CH3:35])([CH3:33])[CH3:32].N1C=CN=C1, predict the reaction product. The product is: [Si:34]([O:29][C@@H:22]([CH2:21][CH2:20][CH2:19][O:18][Si:1]([C:14]([CH3:17])([CH3:16])[CH3:15])([C:8]1[CH:13]=[CH:12][CH:11]=[CH:10][CH:9]=1)[C:2]1[CH:3]=[CH:4][CH:5]=[CH:6][CH:7]=1)[CH2:23][C:24](=[CH2:28])[C:25](=[O:27])[CH3:26])([C:31]([CH3:33])([CH3:32])[CH3:30])([CH3:36])[CH3:35].